This data is from Full USPTO retrosynthesis dataset with 1.9M reactions from patents (1976-2016). The task is: Predict the reactants needed to synthesize the given product. (1) Given the product [O:1]=[C:2]1[N:7]([CH2:22][CH2:23][O:24][C:25]2[CH:30]=[CH:29][C:28]([N:31]3[CH2:32][CH2:33][N:34]([C:37]4[CH:38]=[CH:39][C:40]5[N:41]([C:43]([C:46]([F:49])([F:47])[F:48])=[N:44][N:45]=5)[N:42]=4)[CH2:35][CH2:36]3)=[CH:27][CH:26]=2)[CH2:6][CH2:5][N:4]([C:8]([O:10][C:11]([CH3:14])([CH3:13])[CH3:12])=[O:9])[CH2:3]1, predict the reactants needed to synthesize it. The reactants are: [O:1]=[C:2]1[NH:7][CH2:6][CH2:5][N:4]([C:8]([O:10][C:11]([CH3:14])([CH3:13])[CH3:12])=[O:9])[CH2:3]1.[H-].[Na+].CS(O[CH2:22][CH2:23][O:24][C:25]1[CH:30]=[CH:29][C:28]([N:31]2[CH2:36][CH2:35][N:34]([C:37]3[CH:38]=[CH:39][C:40]4[N:41]([C:43]([C:46]([F:49])([F:48])[F:47])=[N:44][N:45]=4)[N:42]=3)[CH2:33][CH2:32]2)=[CH:27][CH:26]=1)(=O)=O. (2) Given the product [CH3:16][C:15]1[C:11]([C:12]([O:14][CH2:18][CH3:19])=[O:13])=[N:1][C:2]2[C:3]([CH:4]=1)=[CH:6][CH:7]=[CH:8][CH:9]=2, predict the reactants needed to synthesize it. The reactants are: [NH2:1][C:2]1[CH:9]=[CH:8][CH:7]=[CH:6][C:3]=1[CH:4]=O.O=[C:11]([CH2:15][CH3:16])[C:12]([OH:14])=[O:13].[O-][CH2:18][CH3:19].[Na+].S(=O)(=O)(O)O.C(=O)(O)[O-].[Na+].